From a dataset of NCI-60 drug combinations with 297,098 pairs across 59 cell lines. Regression. Given two drug SMILES strings and cell line genomic features, predict the synergy score measuring deviation from expected non-interaction effect. (1) Drug 1: COC1=C2C(=CC3=C1OC=C3)C=CC(=O)O2. Drug 2: C(CCl)NC(=O)N(CCCl)N=O. Cell line: SK-OV-3. Synergy scores: CSS=1.89, Synergy_ZIP=-1.52, Synergy_Bliss=-1.86, Synergy_Loewe=0, Synergy_HSA=-0.569. (2) Drug 1: C1=C(C(=O)NC(=O)N1)F. Drug 2: CC12CCC3C(C1CCC2O)C(CC4=C3C=CC(=C4)O)CCCCCCCCCS(=O)CCCC(C(F)(F)F)(F)F. Cell line: DU-145. Synergy scores: CSS=38.4, Synergy_ZIP=1.06, Synergy_Bliss=0.844, Synergy_Loewe=0.526, Synergy_HSA=1.41. (3) Drug 1: C1=C(C(=O)NC(=O)N1)N(CCCl)CCCl. Drug 2: CS(=O)(=O)CCNCC1=CC=C(O1)C2=CC3=C(C=C2)N=CN=C3NC4=CC(=C(C=C4)OCC5=CC(=CC=C5)F)Cl. Cell line: HOP-62. Synergy scores: CSS=29.1, Synergy_ZIP=0.159, Synergy_Bliss=1.57, Synergy_Loewe=-0.428, Synergy_HSA=0.925. (4) Drug 1: COCCOC1=C(C=C2C(=C1)C(=NC=N2)NC3=CC=CC(=C3)C#C)OCCOC.Cl. Drug 2: CC1C(C(CC(O1)OC2CC(CC3=C2C(=C4C(=C3O)C(=O)C5=CC=CC=C5C4=O)O)(C(=O)C)O)N)O. Cell line: BT-549. Synergy scores: CSS=36.3, Synergy_ZIP=1.48, Synergy_Bliss=2.06, Synergy_Loewe=-13.2, Synergy_HSA=1.13.